The task is: Predict which catalyst facilitates the given reaction.. This data is from Catalyst prediction with 721,799 reactions and 888 catalyst types from USPTO. (1) Reactant: [C:1]([CH2:4][CH2:5][NH:6][C:7]1[CH:12]=[CH:11][C:10]([C:13](=NO)[CH2:14][O:15][C:16]2[CH:27]=[CH:26][C:19]([C:20]([O:22]CC=C)=[O:21])=[C:18]([OH:28])[CH:17]=2)=[CH:9][C:8]=1[C:31]([CH3:34])([CH3:33])[CH3:32])(=[O:3])[CH3:2].N1CC[O:38]CC1. Product: [C:1]([CH2:4][CH2:5][NH:6][C:7]1[CH:12]=[CH:11][C:10]([C:13](=[O:38])[CH2:14][O:15][C:16]2[CH:27]=[CH:26][C:19]([C:20]([OH:22])=[O:21])=[C:18]([OH:28])[CH:17]=2)=[CH:9][C:8]=1[C:31]([CH3:34])([CH3:33])[CH3:32])(=[O:3])[CH3:2]. The catalyst class is: 73. (2) Reactant: Cl.C([O:4][CH:5](OCC)[CH2:6][O:7][C:8]1[CH:13]=[CH:12][C:11]([CH2:14][CH2:15][OH:16])=[C:10]([F:17])[C:9]=1[F:18])C. Product: [F:18][C:9]1[C:10]([F:17])=[C:11]([CH2:14][CH2:15][OH:16])[CH:12]=[CH:13][C:8]=1[O:7][CH2:6][CH:5]=[O:4]. The catalyst class is: 38.